Dataset: TCR-epitope binding with 47,182 pairs between 192 epitopes and 23,139 TCRs. Task: Binary Classification. Given a T-cell receptor sequence (or CDR3 region) and an epitope sequence, predict whether binding occurs between them. (1) The epitope is LPRRSGAAGA. The TCR CDR3 sequence is CASSVGVSYEQYF. Result: 1 (the TCR binds to the epitope). (2) The epitope is VTIAEILLI. The TCR CDR3 sequence is CASNFLQSSYNEQFF. Result: 1 (the TCR binds to the epitope).